Predict the reaction yield, written as a fraction of the theoretical maximum amount of product (1.0 means a 100% yield; for example, 0.34 means a 34% yield). From a dataset of Reaction yield outcomes from USPTO patents with 853,638 reactions. (1) The reactants are C(NC(C)C)(C)C.[CH3:8][CH:9]([CH3:15])[C:10]([O:12][CH2:13][CH3:14])=[O:11].[CH3:16][C@H:17]1[C:21](=[O:22])OC(=O)[N:18]1[C:24]([O:26][CH2:27][C:28]1[CH:33]=[CH:32][CH:31]=[CH:30][CH:29]=1)=[O:25].C(O)(=O)C. The catalyst is C1COCC1.O. The product is [CH2:27]([O:26][C:24]([NH:18][C@@H:17]([CH3:16])[C:21](=[O:22])[C:9]([CH3:15])([CH3:8])[C:10]([O:12][CH2:13][CH3:14])=[O:11])=[O:25])[C:28]1[CH:29]=[CH:30][CH:31]=[CH:32][CH:33]=1. The yield is 0.780. (2) The reactants are FC(F)(F)C(O)=O.[O:8]1[C:12]2[CH:13]=[CH:14][C:15]([C:17]3([C:20]([NH:22][C:23]4[CH:24]=[C:25]5[C:29](=[CH:30][CH:31]=4)[NH:28][C:27]([C:32]([CH3:43])([CH3:42])[CH2:33][NH:34]C(=O)OC(C)(C)C)=[CH:26]5)=[O:21])[CH2:19][CH2:18]3)=[CH:16][C:11]=2[O:10][CH2:9]1. The catalyst is ClCCl. The product is [NH2:34][CH2:33][C:32]([C:27]1[NH:28][C:29]2[C:25]([CH:26]=1)=[CH:24][C:23]([NH:22][C:20]([C:17]1([C:15]3[CH:14]=[CH:13][C:12]4[O:8][CH2:9][O:10][C:11]=4[CH:16]=3)[CH2:19][CH2:18]1)=[O:21])=[CH:31][CH:30]=2)([CH3:42])[CH3:43]. The yield is 0.860. (3) The product is [CH2:14]([O:13][C:11](=[O:12])[CH2:10][N:4]1[CH:5]=[CH:6][CH:7]=[C:2]([Br:1])[C:3]1=[O:8])[CH3:15]. The reactants are [Br:1][C:2]1[C:3]([OH:8])=[N:4][CH:5]=[CH:6][CH:7]=1.Br[CH2:10][C:11]([O:13][CH2:14][CH3:15])=[O:12].C(=O)([O-])[O-].[K+].[K+].CCCCCCC. The catalyst is C(OCC)(=O)C. The yield is 0.550. (4) The product is [N+:27]([C:22]1[CH:23]=[CH:24][CH:25]=[CH:26][C:21]=1[C:2]1[CH:11]=[CH:10][C:9]([C:23]2[CH:24]=[CH:25][CH:26]=[CH:21][C:22]=2[N+:27]([O-:29])=[O:28])=[C:8]2[C:3]=1[CH:4]=[CH:5][CH:6]=[N:7]2)([O-:29])=[O:28]. The reactants are Br[C:2]1[CH:11]=[CH:10][C:9](Br)=[C:8]2[C:3]=1[CH:4]=[CH:5][CH:6]=[N:7]2.CC1(C)C(C)(C)OB([C:21]2[CH:26]=[CH:25][CH:24]=[CH:23][C:22]=2[N+:27]([O-:29])=[O:28])O1.P([O-])([O-])([O-])=O.[K+].[K+].[K+]. The yield is 0.550. The catalyst is C1(C)C=CC=CC=1.COCCOC.O.C1C=CC(/C=C/C(/C=C/C2C=CC=CC=2)=O)=CC=1.C1C=CC(/C=C/C(/C=C/C2C=CC=CC=2)=O)=CC=1.C1C=CC(/C=C/C(/C=C/C2C=CC=CC=2)=O)=CC=1.[Pd].[Pd].COC1C=CC=C(OC)C=1C1C=CC=CC=1P(C1CCCCC1)C1CCCCC1. (5) The reactants are [Si:1]([O:8][C:9]1[CH:14]=[CH:13][C:12]([C:15]2[N:16]=[C:17]([C:22]([C:24]3[CH:29]=[CH:28][CH:27]=[CH:26][CH:25]=3)=[CH2:23])[C:18]([NH2:21])=[N:19][CH:20]=2)=[CH:11][CH:10]=1)([C:4]([CH3:7])([CH3:6])[CH3:5])([CH3:3])[CH3:2].[Si:30]([O:37][C:38]1[CH:43]=[CH:42][C:41]([CH2:44][C:45](Cl)=[O:46])=[CH:40][CH:39]=1)([C:33]([CH3:36])([CH3:35])[CH3:34])([CH3:32])[CH3:31].O. The catalyst is CN(C)C1C=CN=CC=1.N1C=CC=CC=1. The product is [Si:30]([O:37][C:38]1[CH:39]=[CH:40][C:41]([CH2:44][C:45]([NH:21][C:18]2[C:17]([C:22]([C:24]3[CH:29]=[CH:28][CH:27]=[CH:26][CH:25]=3)=[CH2:23])=[N:16][C:15]([C:12]3[CH:11]=[CH:10][C:9]([O:8][Si:1]([C:4]([CH3:7])([CH3:5])[CH3:6])([CH3:2])[CH3:3])=[CH:14][CH:13]=3)=[CH:20][N:19]=2)=[O:46])=[CH:42][CH:43]=1)([C:33]([CH3:36])([CH3:35])[CH3:34])([CH3:32])[CH3:31]. The yield is 0.333. (6) The reactants are [C:1]([C:3]1[C:4]([C:20]([F:23])([F:22])[F:21])=[C:5]2[C:9](=[CH:10][CH:11]=1)[N:8]([CH2:12][C:13](=[NH:16])[NH:14][OH:15])[C:7]([CH2:17][CH2:18][CH3:19])=[CH:6]2)#[N:2].[Cl:24][C:25]1[C:30]([C:31](Cl)=O)=[CH:29][C:28]([Cl:34])=[CH:27][N:26]=1.C(N(CC)CC)C. The catalyst is C(#N)C. The product is [Cl:24][C:25]1[C:30]([C:31]2[O:15][N:14]=[C:13]([CH2:12][N:8]3[C:9]4[C:5](=[C:4]([C:20]([F:22])([F:23])[F:21])[C:3]([C:1]#[N:2])=[CH:11][CH:10]=4)[CH:6]=[C:7]3[CH2:17][CH2:18][CH3:19])[N:16]=2)=[CH:29][C:28]([Cl:34])=[CH:27][N:26]=1. The yield is 0.140. (7) The reactants are [N+:1]([C:4]1[CH:15]=[CH:14][C:7]([CH2:8][N:9]2[CH:13]=[CH:12][CH:11]=[N:10]2)=[CH:6][CH:5]=1)([O-])=O. The catalyst is C(OCC)(=O)C.[Pt]. The product is [N:9]1([CH2:8][C:7]2[CH:14]=[CH:15][C:4]([NH2:1])=[CH:5][CH:6]=2)[CH:13]=[CH:12][CH:11]=[N:10]1. The yield is 0.570.